Task: Predict the reaction yield, written as a fraction of the theoretical maximum amount of product (1.0 means a 100% yield; for example, 0.34 means a 34% yield).. Dataset: Reaction yield outcomes from USPTO patents with 853,638 reactions (1) The reactants are [N+:1]([C:4]1[CH:5]=[C:6]([CH:10]=[CH:11][C:12]=1[N+:13]([O-:15])=[O:14])[C:7]([OH:9])=O)([O-:3])=[O:2].S(Cl)(Cl)=O.C(N(CC)CC)C.[NH:27]1[CH2:32][CH2:31][O:30][CH2:29][CH2:28]1. The catalyst is O.CN(C)C=O.O1CCCC1. The product is [N+:1]([C:4]1[CH:5]=[C:6]([C:7]([N:27]2[CH2:32][CH2:31][O:30][CH2:29][CH2:28]2)=[O:9])[CH:10]=[CH:11][C:12]=1[N+:13]([O-:15])=[O:14])([O-:3])=[O:2]. The yield is 0.970. (2) The yield is 0.310. The reactants are [Br:1][C:2]1[CH:3]=[C:4]([C:10]2[C:18]3[C:13](=[N:14][CH:15]=[N:16][C:17]=3[NH2:19])[N:12]([CH:20]([CH3:22])[CH3:21])[N:11]=2)[CH:5]=[C:6]([O:8]C)[CH:7]=1.B(Br)(Br)Br. The product is [NH2:19][C:17]1[N:16]=[CH:15][N:14]=[C:13]2[N:12]([CH:20]([CH3:22])[CH3:21])[N:11]=[C:10]([C:4]3[CH:5]=[C:6]([OH:8])[CH:7]=[C:2]([Br:1])[CH:3]=3)[C:18]=12. The catalyst is C(Cl)Cl. (3) The reactants are F[C:2]1[CH:9]=[CH:8][C:7]([I:10])=[CH:6][C:3]=1[CH:4]=[O:5].[C:11]([C:13]1[CH:18]=[CH:17][C:16]([OH:19])=[CH:15][CH:14]=1)#[N:12].C([O-])([O-])=O.[K+].[K+]. The catalyst is CN(C)C(=O)C. The product is [CH:4]([C:3]1[CH:6]=[C:7]([I:10])[CH:8]=[CH:9][C:2]=1[O:19][C:16]1[CH:17]=[CH:18][C:13]([C:11]#[N:12])=[CH:14][CH:15]=1)=[O:5]. The yield is 0.704.